From a dataset of Catalyst prediction with 721,799 reactions and 888 catalyst types from USPTO. Predict which catalyst facilitates the given reaction. (1) Reactant: [Cl:1][C:2]1[CH:16]=[CH:15][C:5]([O:6][C:7]2[CH:14]=[CH:13][CH:12]=[CH:11][C:8]=2C=O)=[CH:4][CH:3]=1.ClC1C=CC=C(C(OO)=[O:25])C=1.C(=O)(O)[O-].[Na+]. Product: [Cl:1][C:2]1[CH:16]=[CH:15][C:5]([O:6][C:7]2[CH:14]=[CH:13][C:12]([OH:25])=[CH:11][CH:8]=2)=[CH:4][CH:3]=1. The catalyst class is: 4. (2) Reactant: [F:1][C:2]([F:24])([F:23])[C:3]1[CH:22]=[CH:21][C:6]([O:7][C:8]2[C:13]3[S:14][C:15]([C:17]([O:19]C)=[O:18])=[CH:16][C:12]=3[CH:11]=[CH:10][CH:9]=2)=[CH:5][CH:4]=1.O.[OH-].[Li+].O.Cl. Product: [F:23][C:2]([F:1])([F:24])[C:3]1[CH:22]=[CH:21][C:6]([O:7][C:8]2[C:13]3[S:14][C:15]([C:17]([OH:19])=[O:18])=[CH:16][C:12]=3[CH:11]=[CH:10][CH:9]=2)=[CH:5][CH:4]=1. The catalyst class is: 5. (3) Reactant: [CH3:1][O:2][C:3](=[O:15])[C:4]1[CH:9]=[CH:8][C:7]([O:10][CH3:11])=[C:6]([C:12](=[O:14])[CH3:13])[CH:5]=1.C([N-]C(C)C)(C)C.[Li+].[CH3:24][C:25]1[CH:26]=[C:27]([CH:30]=[CH:31][CH:32]=1)[CH:28]=[O:29].Cl.[BH4-].[Na+]. Product: [CH3:1][O:2][C:3](=[O:15])[C:4]1[CH:9]=[CH:8][C:7]([O:10][CH3:11])=[C:6]([CH:12]([OH:14])[CH2:13][CH:28]([OH:29])[C:27]2[CH:26]=[C:25]([CH3:24])[CH:32]=[CH:31][CH:30]=2)[CH:5]=1. The catalyst class is: 721. (4) Reactant: [OH-].[K+].C([O:5][C:6](=[O:18])[C:7]([C:10]1[CH:15]=[CH:14][C:13]([F:16])=[C:12]([F:17])[CH:11]=1)([F:9])[F:8])C. Product: [F:17][C:12]1[CH:11]=[C:10]([C:7]([F:9])([F:8])[C:6]([OH:18])=[O:5])[CH:15]=[CH:14][C:13]=1[F:16]. The catalyst class is: 24. (5) Reactant: [CH2:1]([N:8]([CH2:16][C:17]1[CH:22]=[CH:21][CH:20]=[CH:19][CH:18]=1)[C@@H:9]([CH2:13][CH2:14][CH3:15])[C:10](O)=[O:11])[C:2]1[CH:7]=[CH:6][CH:5]=[CH:4][CH:3]=1.ON1C2C=CC=CC=2N=N1.Cl.C(N=C=NCCCN(C)C)C.CN1CCOCC1.Cl.[CH3:53][NH:54][O:55][CH3:56]. Product: [CH2:1]([N:8]([CH2:16][C:17]1[CH:22]=[CH:21][CH:20]=[CH:19][CH:18]=1)[C@@H:9]([CH2:13][CH2:14][CH3:15])[C:10]([N:54]([O:55][CH3:56])[CH3:53])=[O:11])[C:2]1[CH:7]=[CH:6][CH:5]=[CH:4][CH:3]=1. The catalyst class is: 46.